The task is: Predict the reactants needed to synthesize the given product.. This data is from Full USPTO retrosynthesis dataset with 1.9M reactions from patents (1976-2016). (1) Given the product [CH3:28][S:29][CH2:2][C:3]1[O:4][C:5]([C:8]2[CH:9]=[CH:10][C:11]3[O:15][CH:14]=[C:13]([C:16]4[CH:21]=[CH:20][CH:19]=[C:18]([O:22][C:23]([F:26])([F:25])[F:24])[CH:17]=4)[C:12]=3[CH:27]=2)=[N:6][N:7]=1, predict the reactants needed to synthesize it. The reactants are: Cl[CH2:2][C:3]1[O:4][C:5]([C:8]2[CH:9]=[CH:10][C:11]3[O:15][CH:14]=[C:13]([C:16]4[CH:21]=[CH:20][CH:19]=[C:18]([O:22][C:23]([F:26])([F:25])[F:24])[CH:17]=4)[C:12]=3[CH:27]=2)=[N:6][N:7]=1.[CH3:28][SH:29].[Na]. (2) Given the product [CH3:38][N:39]1[CH:43]=[CH:42][CH:41]=[C:40]1[CH2:44][NH:45][C:3]([C:5]1[N:14]2[C:8]([CH2:9][N:10]([C:19]([C:21]3[CH:26]=[CH:25][C:24]([C:27]4[C:28]([CH3:34])=[CH:29][CH:30]=[CH:31][C:32]=4[CH3:33])=[C:23]([CH3:35])[CH:22]=3)=[O:20])[C:11]3[CH:18]=[CH:17][CH:16]=[CH:15][C:12]=3[CH2:13]2)=[CH:7][CH:6]=1)=[O:4], predict the reactants needed to synthesize it. The reactants are: ClC(Cl)(Cl)[C:3]([C:5]1[N:14]2[C:8]([CH2:9][N:10]([C:19]([C:21]3[CH:26]=[CH:25][C:24]([C:27]4[C:32]([CH3:33])=[CH:31][CH:30]=[CH:29][C:28]=4[CH3:34])=[C:23]([CH3:35])[CH:22]=3)=[O:20])[C:11]3[CH:18]=[CH:17][CH:16]=[CH:15][C:12]=3[CH2:13]2)=[CH:7][CH:6]=1)=[O:4].[CH3:38][N:39]1[CH:43]=[CH:42][CH:41]=[C:40]1[CH2:44][NH2:45].CS(C)=O.C(N(CC)CC)C. (3) Given the product [CH2:25]([N:5]1[C:6]2[CH2:7][CH2:8][CH2:9][CH2:10][C:11]=2[C:2](=[O:1])[N:3]2[N:14]=[CH:13][C:12]([C:15]#[N:16])=[C:4]12)[C:26]1[CH:31]=[CH:30][CH:29]=[CH:28][CH:27]=1, predict the reactants needed to synthesize it. The reactants are: [O:1]=[C:2]1[C:11]2[CH2:10][CH2:9][CH2:8][CH2:7][C:6]=2[NH:5][C:4]2=[C:12]([C:15]#[N:16])[CH:13]=[N:14][N:3]12.C(=O)([O-])[O-].[K+].[K+].[I-].[Na+].[CH2:25](Br)[C:26]1[CH:31]=[CH:30][CH:29]=[CH:28][CH:27]=1. (4) Given the product [F:1][C:2]1[C:3]([C:17]2[N:18]=[C:19]([CH:29]3[CH2:34][CH2:33][NH:32][CH2:31][CH2:30]3)[S:20][C:21]=2[C:22]2[CH:27]=[CH:26][N:25]=[C:24]([CH3:28])[N:23]=2)=[CH:4][CH:5]=[CH:6][C:7]=1[NH:8][S:9]([C:12]1[CH:16]=[CH:15][O:14][CH:13]=1)(=[O:10])=[O:11], predict the reactants needed to synthesize it. The reactants are: [F:1][C:2]1[C:7]([NH:8][S:9]([C:12]2[CH:16]=[CH:15][O:14][CH:13]=2)(=[O:11])=[O:10])=[CH:6][CH:5]=[CH:4][C:3]=1[C:17]1[N:18]=[C:19]([CH:29]2[CH2:34][CH2:33][N:32](C(OC(C)(C)C)=O)[CH2:31][CH2:30]2)[S:20][C:21]=1[C:22]1[CH:27]=[CH:26][N:25]=[C:24]([CH3:28])[N:23]=1.C(O)(C(F)(F)F)=O. (5) Given the product [Cl:25][C:26]1[CH:27]=[C:28]([C:33]2[O:37][C:36]([C:38]([OH:40])=[O:39])=[CH:35][C:34]=2[C:43]2[CH:48]=[C:47]([F:49])[CH:46]=[C:45]([Cl:50])[CH:44]=2)[CH:29]=[CH:30][C:31]=1[F:32], predict the reactants needed to synthesize it. The reactants are: ClC1C=C(C2C=C(C(O)=O)OC=2C2C=CC=C(C#N)C=2)C=C(F)C=1.[Cl:25][C:26]1[CH:27]=[C:28]([C:33]2[O:37][C:36]([C:38]([O:40]CC)=[O:39])=[CH:35][C:34]=2[C:43]2[CH:48]=[C:47]([F:49])[CH:46]=[C:45]([Cl:50])[CH:44]=2)[CH:29]=[CH:30][C:31]=1[F:32]. (6) Given the product [C:21]1([C@@H:27]2[CH2:31][O:30][C:29](=[O:32])[N:28]2[C:10](=[O:12])/[CH:9]=[CH:8]/[CH:6]2[CH2:5][CH2:4][O:3][C:2]([CH3:1])([CH3:13])[CH2:7]2)[CH:22]=[CH:23][CH:24]=[CH:25][CH:26]=1, predict the reactants needed to synthesize it. The reactants are: [CH3:1][C:2]1([CH3:13])[CH2:7][CH:6](/[CH:8]=[CH:9]/[C:10]([OH:12])=O)[CH2:5][CH2:4][O:3]1.C(Cl)(C(C)(C)C)=O.[C:21]1([C@@H:27]2[CH2:31][O:30][C:29](=[O:32])[NH:28]2)[CH:26]=[CH:25][CH:24]=[CH:23][CH:22]=1.[Li]CCCC. (7) Given the product [CH2:1]([O:8][C:9](=[O:10])[CH2:11][O:12][C:13]1[CH:31]=[CH:30][C:29]([Cl:32])=[CH:28][C:14]=1[CH2:15][C:16]1[CH:26]=[C:25]([Cl:27])[CH:24]=[CH:23][C:17]=1[O:18][CH2:19][C:20]([N:56]1[CH2:51][CH2:52][N:57]([CH3:33])[CH2:54][CH2:55]1)=[O:21])[C:2]1[CH:7]=[CH:6][CH:5]=[CH:4][CH:3]=1, predict the reactants needed to synthesize it. The reactants are: [CH2:1]([O:8][C:9]([CH2:11][O:12][C:13]1[CH:31]=[CH:30][C:29]([Cl:32])=[CH:28][C:14]=1[CH2:15][C:16]1[CH:26]=[C:25]([Cl:27])[CH:24]=[CH:23][C:17]=1[O:18][CH2:19][C:20](O)=[O:21])=[O:10])[C:2]1[CH:7]=[CH:6][CH:5]=[CH:4][CH:3]=1.[CH3:33]CN(C(C)C)C(C)C.CN(C(ON1N=[N:57][C:52]2C=[CH:54][CH:55]=[N:56][C:51]1=2)=[N+](C)C)C.F[P-](F)(F)(F)(F)F.CN1CCCCC1. (8) Given the product [Cl:10][C:8]1[CH:7]=[CH:6][C:5]2[O:11][C:12]3[CH:13]=[CH:19][CH:18]=[CH:17][C:16]=3[C:14](=[O:15])[NH:1][C:4]=2[CH:9]=1, predict the reactants needed to synthesize it. The reactants are: [N+:1]([C:4]1[CH:9]=[C:8]([Cl:10])[CH:7]=[CH:6][C:5]=1[O:11][C:12](=O)[C:13]1[C:14](=[CH:16][CH:17]=[CH:18][CH:19]=1)[OH:15])([O-])=O.O. (9) Given the product [N:1]1([CH2:6][C:7]2[CH:35]=[CH:34][C:10]([CH2:11][N:12]3[CH:20]=[C:19]4[C:14]([N:15]=[CH:16][N:17]=[C:18]4[NH:21][CH2:22][C:23]4[C:28]([CH2:29][CH3:30])=[CH:27][CH:26]=[C:25]([O:31][CH3:32])[C:24]=4[F:33])=[N:13]3)=[CH:9][CH:8]=2)[CH:5]=[CH:4][CH:3]=[N:2]1, predict the reactants needed to synthesize it. The reactants are: [N:1]1([CH2:6][C:7]2[CH:35]=[CH:34][C:10]([CH2:11][N:12]3[CH:20]=[C:19]4[C:14]([N:15]=[CH:16][N:17]=[C:18]4[NH:21][CH2:22][C:23]4[C:28]([C:29]#[CH:30])=[CH:27][CH:26]=[C:25]([O:31][CH3:32])[C:24]=4[F:33])=[N:13]3)=[CH:9][CH:8]=2)[CH:5]=[CH:4][CH:3]=[N:2]1.